Dataset: Forward reaction prediction with 1.9M reactions from USPTO patents (1976-2016). Task: Predict the product of the given reaction. (1) Given the reactants [C:1]([C:3]1[CH:4]=[C:5]([CH:8]=[CH:9][CH:10]=1)[CH:6]=O)#[N:2].ClC1C=[C:14](C=CC=1)[CH:15]=[O:16].[CH3:20][Si:21]([CH3:28])([CH3:27])N[Si:21]([CH3:28])([CH3:27])[CH3:20].C([Li])CCC.C[Si](Cl)(C)C.C([N:41](CC)CC)C.C(Cl)(=O)C, predict the reaction product. The product is: [C:1]([C:3]1[CH:4]=[C:5]([CH:6]=[N:41][C:15]([O:14][Si:21]([CH3:28])([CH3:27])[CH3:20])=[CH2:16])[CH:8]=[CH:9][CH:10]=1)#[N:2]. (2) Given the reactants C(OC(=O)[NH:7][CH2:8][C:9]1[N:14]=[CH:13][C:12]([C:15]2[CH:20]=[CH:19][C:18]([C@H:21]3[O:25]C(C)(C)[N:23]([C:28](=[O:32])[CH:29]([F:31])[F:30])[C@@H:22]3[CH2:33][F:34])=[CH:17][CH:16]=2)=[CH:11][N:10]=1)(C)(C)C.[F:36][C:37]([F:42])([F:41])[C:38]([OH:40])=[O:39], predict the reaction product. The product is: [F:36][C:37]([F:42])([F:41])[C:38]([OH:40])=[O:39].[NH2:7][CH2:8][C:9]1[N:10]=[CH:11][C:12]([C:15]2[CH:20]=[CH:19][C:18]([C@@H:21]([OH:25])[C@H:22]([NH:23][C:28](=[O:32])[CH:29]([F:30])[F:31])[CH2:33][F:34])=[CH:17][CH:16]=2)=[CH:13][N:14]=1. (3) Given the reactants [CH3:1][NH:2][C:3]1[N:8]=[C:7]([N:9]2[CH2:14][CH2:13][N:12]([CH3:15])[CH2:11][CH2:10]2)[N:6]=[C:5]([N:16]2[CH2:21][CH2:20][N:19]([CH2:22][C:23]([O:25]CC)=[O:24])[CH2:18][CH2:17]2)[N:4]=1.[OH-].[Na+], predict the reaction product. The product is: [CH3:1][NH:2][C:3]1[N:8]=[C:7]([N:9]2[CH2:10][CH2:11][N:12]([CH3:15])[CH2:13][CH2:14]2)[N:6]=[C:5]([N:16]2[CH2:21][CH2:20][N:19]([CH2:22][C:23]([OH:25])=[O:24])[CH2:18][CH2:17]2)[N:4]=1. (4) Given the reactants [Br:1][C:2]1[CH:3]=[C:4]([C:16]([OH:18])=O)[C:5]2[CH:6]=[N:7][N:8]([CH:11]3[CH2:15][CH2:14][CH2:13][CH2:12]3)[C:9]=2[CH:10]=1.[NH2:19][CH2:20][C:21]1[C:22](=[O:30])[NH:23][C:24]([CH3:29])=[CH:25][C:26]=1[CH2:27][CH3:28].Cl.ON1C2N=CC=CC=2N=N1.CN1CCOCC1.C(Cl)CCl.C([O-])([O-])=O.[K+].[K+], predict the reaction product. The product is: [Br:1][C:2]1[CH:3]=[C:4]([C:16]([NH:19][CH2:20][C:21]2[C:22](=[O:30])[NH:23][C:24]([CH3:29])=[CH:25][C:26]=2[CH2:27][CH3:28])=[O:18])[C:5]2[CH:6]=[N:7][N:8]([CH:11]3[CH2:12][CH2:13][CH2:14][CH2:15]3)[C:9]=2[CH:10]=1. (5) Given the reactants [CH:1]1([C:4]2[C:9]([C:10]([O:12][CH2:13]C)=[O:11])=[CH:8][N:7]=[C:6](N3CCOCC3)[N:5]=2)[CH2:3][CH2:2]1.C1(C(C(=CN(C)C)C(OC)=O)=O)CC1, predict the reaction product. The product is: [CH:1]1([C:4]2[C:9]([C:10]([O:12][CH3:13])=[O:11])=[CH:8][N:7]=[CH:6][N:5]=2)[CH2:2][CH2:3]1. (6) Given the reactants [C:1]([O:5][C:6]([N:8]1[CH2:13][CH2:12][CH:11]([SH:14])[CH2:10][CH2:9]1)=[O:7])([CH3:4])([CH3:3])[CH3:2].Br[C:16]1[CH:17]=[C:18]2[C:23](=[CH:24][C:25]=1[Cl:26])[CH:22]=[N:21][CH:20]=[CH:19]2.C1CCN2C(=NCCC2)CC1, predict the reaction product. The product is: [C:1]([O:5][C:6]([N:8]1[CH2:13][CH2:12][CH:11]([S:14][C:16]2[CH:17]=[C:18]3[C:23](=[CH:24][C:25]=2[Cl:26])[CH:22]=[N:21][CH:20]=[CH:19]3)[CH2:10][CH2:9]1)=[O:7])([CH3:4])([CH3:2])[CH3:3]. (7) Given the reactants FC(F)(F)C(O)=O.[CH3:8][N:9]([CH3:30])[CH:10]1[CH2:15][CH2:14][CH:13]([O:16][C:17]2[C:18]3[C:19]4[CH2:20][NH:21][CH2:22][CH2:23][C:24]=4[S:25][C:26]=3[N:27]=[CH:28][N:29]=2)[CH2:12][CH2:11]1.[CH3:31][S:32](Cl)(=[O:34])=[O:33], predict the reaction product. The product is: [CH3:31][S:32]([N:21]1[CH2:20][C:19]2[C:18]3[C:17]([O:16][CH:13]4[CH2:12][CH2:11][CH:10]([N:9]([CH3:30])[CH3:8])[CH2:15][CH2:14]4)=[N:29][CH:28]=[N:27][C:26]=3[S:25][C:24]=2[CH2:23][CH2:22]1)(=[O:34])=[O:33]. (8) Given the reactants [B:10]1([B:10]2[O:14][C:13]([CH3:16])([CH3:15])[C:12]([CH3:18])([CH3:17])[O:11]2)[O:14][C:13]([CH3:16])([CH3:15])[C:12]([CH3:18])([CH3:17])[O:11]1.CC([O-])=O.[K+].C(Cl)Cl.N#N.FC(F)(F)S(O[C:35]1[CH2:40][CH2:39][N:38]([C:41]([O:43][C:44]([CH3:47])([CH3:46])[CH3:45])=[O:42])[CH2:37][CH:36]=1)(=O)=O, predict the reaction product. The product is: [CH3:16][C:13]1([CH3:15])[C:12]([CH3:17])([CH3:18])[O:11][B:10]([C:35]2[CH2:40][CH2:39][N:38]([C:41]([O:43][C:44]([CH3:47])([CH3:46])[CH3:45])=[O:42])[CH2:37][CH:36]=2)[O:14]1. (9) Given the reactants [C:1]([C:3]1[CH:4]=[C:5]([NH:9][C:10]2[C:19]3[C:14](=[CH:15][C:16]([O:21][CH3:22])=[C:17]([NH2:20])[CH:18]=3)[N:13]=[CH:12][N:11]=2)[CH:6]=[CH:7][CH:8]=1)#[CH:2].C(=O)([O-])[O-].[Na+].[Na+].[O:29]1[C@H:34]2[CH2:35][N:36]([CH2:38]/[CH:39]=[CH:40]/[C:41](Cl)=[O:42])[CH2:37][C@H:33]2[O:32][CH2:31][CH2:30]1.O, predict the reaction product. The product is: [C:1]([C:3]1[CH:4]=[C:5]([NH:9][C:10]2[C:19]3[C:14](=[CH:15][C:16]([O:21][CH3:22])=[C:17]([NH:20][C:41](=[O:42])/[CH:40]=[CH:39]/[CH2:38][N:36]4[CH2:37][C@H:33]5[O:32][CH2:31][CH2:30][O:29][C@H:34]5[CH2:35]4)[CH:18]=3)[N:13]=[CH:12][N:11]=2)[CH:6]=[CH:7][CH:8]=1)#[CH:2].